This data is from Catalyst prediction with 721,799 reactions and 888 catalyst types from USPTO. The task is: Predict which catalyst facilitates the given reaction. (1) Product: [Br:1][C:2]1[CH:7]=[C:6]([C:8]([F:11])([F:10])[F:9])[CH:5]=[CH:4][C:3]=1[C:21]1[CH:30]=[CH:29][CH:28]=[C:27]2[C:22]=1[CH2:23][CH2:24][N:25]([C:31]([O:33][C:34]([CH3:37])([CH3:36])[CH3:35])=[O:32])[CH2:26]2. Reactant: [Br:1][C:2]1[CH:7]=[C:6]([C:8]([F:11])([F:10])[F:9])[CH:5]=[CH:4][C:3]=1I.CC1(C)C(C)(C)OB([C:21]2[CH:30]=[CH:29][CH:28]=[C:27]3[C:22]=2[CH2:23][CH2:24][N:25]([C:31]([O:33][C:34]([CH3:37])([CH3:36])[CH3:35])=[O:32])[CH2:26]3)O1.C(=O)([O-])[O-].[K+].[K+]. The catalyst class is: 667. (2) Reactant: [CH3:1][O:2][C:3]1[CH:4]=[C:5]2[C:10](=[CH:11][C:12]=1[O:13][CH3:14])[N:9]=[CH:8][N:7]=[C:6]2[O:15][C:16]1[CH:17]=[CH:18][C:19]([CH2:22][C:23](O)=[O:24])=[N:20][CH:21]=1.[NH2:26][C:27]1[CH:36]=[C:35]2[C:30]([CH2:31][CH2:32][CH2:33][NH:34]2)=[CH:29][CH:28]=1.C(N(C(C)C)CC)(C)C.F[P-](F)(F)(F)(F)F.N1(OC(N(C)C)=[N+](C)C)C2N=CC=CC=2N=N1. Product: [NH:34]1[C:35]2[C:30](=[CH:29][CH:28]=[C:27]([NH:26][C:23](=[O:24])[CH2:22][C:19]3[CH:18]=[CH:17][C:16]([O:15][C:6]4[C:5]5[C:10](=[CH:11][C:12]([O:13][CH3:14])=[C:3]([O:2][CH3:1])[CH:4]=5)[N:9]=[CH:8][N:7]=4)=[CH:21][N:20]=3)[CH:36]=2)[CH2:31][CH2:32][CH2:33]1. The catalyst class is: 3.